Predict which catalyst facilitates the given reaction. From a dataset of Catalyst prediction with 721,799 reactions and 888 catalyst types from USPTO. (1) Reactant: [O:1]1[CH2:6][CH2:5][CH2:4][CH:3]([NH:7][NH:8]C(OC(C)(C)C)=O)[CH2:2]1.C(OCC)(=O)C.[ClH:22]. Product: [ClH:22].[O:1]1[CH2:6][CH2:5][CH2:4][CH:3]([NH:7][NH2:8])[CH2:2]1. The catalyst class is: 4. (2) Reactant: [NH2:1][C:2]1[CH:7]=[CH:6][C:5]([C:8]2[CH:13]=[C:12]([NH:14][CH2:15][C:16]3[CH:21]=[CH:20][C:19]([Cl:22])=[CH:18][C:17]=3[Cl:23])[N:11]3[N:24]=[CH:25][CH:26]=[C:10]3[N:9]=2)=[CH:4][CH:3]=1.[Cl:27][CH2:28][CH2:29][N:30]=[C:31]=[O:32].C(Cl)(Cl)Cl. Product: [Cl:27][CH2:28][CH2:29][NH:30][C:31]([NH:1][C:2]1[CH:7]=[CH:6][C:5]([C:8]2[CH:13]=[C:12]([NH:14][CH2:15][C:16]3[CH:21]=[CH:20][C:19]([Cl:22])=[CH:18][C:17]=3[Cl:23])[N:11]3[N:24]=[CH:25][CH:26]=[C:10]3[N:9]=2)=[CH:4][CH:3]=1)=[O:32]. The catalyst class is: 3. (3) Reactant: [O:1]=[C:2]1[N:6]([C:7]2[CH:12]=[CH:11][CH:10]=[CH:9][CH:8]=2)[CH2:5][C:4]2([CH2:17][CH2:16][CH:15]([C:18](OCC)=[O:19])[CH2:14][CH2:13]2)[O:3]1.[H-].[H-].[H-].[H-].[Li+].[Al+3]. Product: [OH:19][CH2:18][CH:15]1[CH2:16][CH2:17][C:4]2([O:3][C:2](=[O:1])[N:6]([C:7]3[CH:12]=[CH:11][CH:10]=[CH:9][CH:8]=3)[CH2:5]2)[CH2:13][CH2:14]1. The catalyst class is: 116. (4) Reactant: C(O[C:6](=O)[N:7]([C:9]1[C:10]([Cl:16])=[N:11][CH:12]=[CH:13][C:14]=1[I:15])C)(C)(C)C.C(O)(C(F)(F)F)=O. Product: [Cl:16][C:10]1[C:9]([NH:7][CH3:6])=[C:14]([I:15])[CH:13]=[CH:12][N:11]=1. The catalyst class is: 2. (5) Reactant: O[C@H:2]([CH2:35][O:36][Si:37]([CH:44]([CH3:46])[CH3:45])([CH:41]([CH3:43])[CH3:42])[CH:38]([CH3:40])[CH3:39])[CH2:3][NH:4][C:5]([C:7]1[NH:8][C:9]([C:12]2[CH:17]=[C:16]([O:18][C:19]3[CH:24]=[CH:23][C:22]([S:25]([CH3:28])(=[O:27])=[O:26])=[CH:21][CH:20]=3)[CH:15]=[C:14]([O:29][C@@H:30]([CH3:34])[CH2:31][O:32][CH3:33])[CH:13]=2)=[CH:10][CH:11]=1)=[O:6].CS(O)(=O)=O.C(N(CC)CC)C.C(=O)([O-])O.[Na+]. Product: [CH3:33][O:32][CH2:31][C@H:30]([CH3:34])[O:29][C:14]1[CH:13]=[C:12]([C:9]2[NH:8][C:7]([C:5]3[O:6][C@H:2]([CH2:35][O:36][Si:37]([CH:44]([CH3:45])[CH3:46])([CH:38]([CH3:39])[CH3:40])[CH:41]([CH3:42])[CH3:43])[CH2:3][N:4]=3)=[CH:11][CH:10]=2)[CH:17]=[C:16]([O:18][C:19]2[CH:20]=[CH:21][C:22]([S:25]([CH3:28])(=[O:27])=[O:26])=[CH:23][CH:24]=2)[CH:15]=1. The catalyst class is: 7. (6) The catalyst class is: 11. Product: [CH2:13]([NH:14][C:15]([N:3]1[CH2:4][CH:2]1[CH3:1])=[O:16])[CH2:12][CH2:11][CH2:10][CH2:9][CH2:8][NH:5][C:6]([N:3]1[CH2:4][CH:2]1[CH3:1])=[O:7]. Reactant: [CH3:1][CH:2]1[CH2:4][NH:3]1.[N:5]([CH2:8][CH2:9][CH2:10][CH2:11][CH2:12][CH2:13][N:14]=[C:15]=[O:16])=[C:6]=[O:7]. (7) Reactant: [CH3:1][N:2]([CH2:4][C-:5]1[CH:9]=[CH:8][CH:7]=[CH:6]1)[CH3:3].[CH-:10]1[CH:14]=[CH:13][CH:12]=[CH:11]1.[Fe+2:15].C([Li])CCC.CN(CCN(C)C)C.C(=O)=O.CC(C)=O.Cl[Si:37]([CH3:40])([CH3:39])[CH3:38]. Product: [CH3:1][N:2]([CH2:4][C-:5]1[CH:9]=[CH:8][CH:7]=[C:6]1[Si:37]([CH3:40])([CH3:39])[CH3:38])[CH3:3].[C-:10]1([Si:37]([CH3:40])([CH3:39])[CH3:38])[CH:14]=[CH:13][CH:12]=[CH:11]1.[Fe+2:15]. The catalyst class is: 27.